This data is from Reaction yield outcomes from USPTO patents with 853,638 reactions. The task is: Predict the reaction yield, written as a fraction of the theoretical maximum amount of product (1.0 means a 100% yield; for example, 0.34 means a 34% yield). (1) The reactants are [H-].[Na+].[CH:3]([C:5]1[CH:14]=[CH:13][C:8]([C:9]([O:11][CH3:12])=[O:10])=[CH:7][CH:6]=1)=O.[CH2:15]1COCC1. The catalyst is [Br-].C[P+](C1C=CC=CC=1)(C1C=CC=CC=1)C1C=CC=CC=1. The yield is 0.835. The product is [CH:3]([C:5]1[CH:14]=[CH:13][C:8]([C:9]([O:11][CH3:12])=[O:10])=[CH:7][CH:6]=1)=[CH2:15]. (2) The reactants are [NH2:1][C:2]1[CH:45]=[CH:44][C:5]([C:6]([N:8]2[CH2:14][C@H:13]([NH:15][C:16](=[O:28])[C@@H:17]([N:19](C)[C:20](=O)OC(C)(C)C)[CH3:18])[C:12](=[O:29])[N:11]([CH2:30][C:31]3[C:35]4[CH:36]=[CH:37][CH:38]=[CH:39][C:34]=4[O:33][N:32]=3)[C:10]3[CH:40]=[CH:41][CH:42]=[CH:43][C:9]2=3)=[O:7])=[CH:4][CH:3]=1.[ClH:46]. The catalyst is CO.CCOCC. The product is [ClH:46].[NH2:1][C:2]1[CH:45]=[CH:44][C:5]([C:6]([N:8]2[CH2:14][C@H:13]([NH:15][C:16](=[O:28])[C@@H:17]([NH:19][CH3:20])[CH3:18])[C:12](=[O:29])[N:11]([CH2:30][C:31]3[C:35]4[CH:36]=[CH:37][CH:38]=[CH:39][C:34]=4[O:33][N:32]=3)[C:10]3[CH:40]=[CH:41][CH:42]=[CH:43][C:9]2=3)=[O:7])=[CH:4][CH:3]=1. The yield is 0.840. (3) The reactants are ClC(Cl)(Cl)C(Cl)(Cl)Cl.[F:9][C:10]1[CH:11]=[CH:12][C:13]([NH:16][NH:17][C:18]([N:20]2[CH2:25][CH2:24][CH2:23][CH2:22][CH2:21]2)=O)=[N:14][CH:15]=1.C1(P(C2C=CC=CC=2)C2C=CC=CC=2)C=CC=CC=1.C(N(CC)CC)C. The catalyst is C1COCC1. The product is [F:9][C:10]1[CH:11]=[CH:12][C:13]2[N:14]([C:18]([N:20]3[CH2:25][CH2:24][CH2:23][CH2:22][CH2:21]3)=[N:17][N:16]=2)[CH:15]=1. The yield is 0.480. (4) The reactants are C1COCC1.[N:6]([CH2:9][CH2:10][O:11][CH2:12][CH2:13][O:14][CH2:15][CH2:16][C:17]12[CH2:26][CH:21]3[CH2:22][CH:23]([CH2:25][CH:19]([CH2:20]3)[CH2:18]1)[CH2:24]2)=[N+]=[N-].C1(P(C2C=CC=CC=2)C2C=CC=CC=2)C=CC=CC=1. The catalyst is O. The product is [C:17]12([CH2:16][CH2:15][O:14][CH2:13][CH2:12][O:11][CH2:10][CH2:9][NH2:6])[CH2:26][CH:21]3[CH2:20][CH:19]([CH2:25][CH:23]([CH2:22]3)[CH2:24]1)[CH2:18]2. The yield is 0.550. (5) The reactants are [N+:1]([C:4]1[C:9]2[S:10][C:11]([C:13]([OH:15])=O)=[CH:12][C:8]=2[CH:7]=[CH:6][CH:5]=1)([O-:3])=[O:2].C(Cl)CCl.C1C=CC2N(O)N=NC=2C=1.[NH2:30][C:31]1[C:32]([O:46][CH3:47])=[C:33]([NH:41][S:42]([CH3:45])(=[O:44])=[O:43])[CH:34]=[C:35]([C:37]([CH3:40])([CH3:39])[CH3:38])[CH:36]=1. The catalyst is CN(C=O)C. The product is [C:37]([C:35]1[CH:34]=[C:33]([NH:41][S:42]([CH3:45])(=[O:44])=[O:43])[C:32]([O:46][CH3:47])=[C:31]([NH:30][C:13]([C:11]2[S:10][C:9]3[C:4]([N+:1]([O-:3])=[O:2])=[CH:5][CH:6]=[CH:7][C:8]=3[CH:12]=2)=[O:15])[CH:36]=1)([CH3:40])([CH3:38])[CH3:39]. The yield is 0.720. (6) The reactants are [CH3:1][C:2]1[C:25]([CH3:26])=[CH:24][CH:23]=[CH:22][C:3]=1[O:4][C@@H:5]1[CH2:10][CH2:9][N:8](C(OCC2C=CC=CC=2)=O)[CH2:7][C@H:6]1[OH:21].[H][H].C(OCC)C. The catalyst is CO.[Pd]. The product is [CH3:1][C:2]1[C:25]([CH3:26])=[CH:24][CH:23]=[CH:22][C:3]=1[O:4][C@@H:5]1[CH2:10][CH2:9][NH:8][CH2:7][C@H:6]1[OH:21]. The yield is 0.500.